This data is from Reaction yield outcomes from USPTO patents with 853,638 reactions. The task is: Predict the reaction yield, written as a fraction of the theoretical maximum amount of product (1.0 means a 100% yield; for example, 0.34 means a 34% yield). (1) The reactants are [CH3:1][N:2]1[C:6]([C:7](=[O:24])[NH:8][C:9]2[CH:14]=[CH:13][N:12]3[N:15]=[C:16]([C:18]4[CH:23]=[CH:22][CH:21]=[CH:20][CH:19]=4)[N:17]=[C:11]3[CH:10]=2)=[C:5]([C:25](O)=[O:26])[CH:4]=[N:3]1.[NH:28]1[CH2:32][CH2:31][CH2:30][CH2:29]1.CCCP(=O)=O. The catalyst is O1CCCC1.C(OCC)(=O)C. The product is [C:18]1([C:16]2[N:17]=[C:11]3[CH:10]=[C:9]([NH:8][C:7]([C:6]4[N:2]([CH3:1])[N:3]=[CH:4][C:5]=4[C:25]([N:28]4[CH2:32][CH2:31][CH2:30][CH2:29]4)=[O:26])=[O:24])[CH:14]=[CH:13][N:12]3[N:15]=2)[CH:19]=[CH:20][CH:21]=[CH:22][CH:23]=1. The yield is 0.209. (2) The reactants are CCCCCCC.O1CCCC1.C(C1C=CC=CC=1)C.C([N-]C(C)C)(C)C.[Li+].[C:29]([C:33]1[N:37]=[C:36]([CH2:38][C:39]#[N:40])[NH:35][N:34]=1)([CH3:32])([CH3:31])[CH3:30].C[O:42][CH:43]=[C:44]([C:50]1[CH:55]=[CH:54][CH:53]=[CH:52][CH:51]=1)[C:45](OCC)=O.[Cl-].[NH4+]. The yield is 0.130. The catalyst is O1CCCC1. The product is [C:29]([C:33]1[N:37]=[C:36]2[C:38]([C:39]#[N:40])=[CH:45][C:44]([C:50]3[CH:55]=[CH:54][CH:53]=[CH:52][CH:51]=3)=[C:43]([OH:42])[N:35]2[N:34]=1)([CH3:32])([CH3:30])[CH3:31].